From a dataset of Forward reaction prediction with 1.9M reactions from USPTO patents (1976-2016). Predict the product of the given reaction. Given the reactants [C:1]([OH:7])([C:3]([F:6])([F:5])[F:4])=[O:2].C(OC([N:15]1[CH2:18][CH:17]([NH:19][C:20](=[O:36])[CH2:21][NH:22][C:23](=[O:35])[C:24]2[CH:29]=[CH:28][C:27]([F:30])=[C:26]([C:31]([F:34])([F:33])[F:32])[CH:25]=2)[CH2:16]1)=O)(C)(C)C, predict the reaction product. The product is: [OH:7][C:1]([C:3]([F:6])([F:5])[F:4])=[O:2].[NH:15]1[CH2:18][CH:17]([NH:19][C:20]([CH2:21][NH:22][C:23](=[O:35])[C:24]2[CH:29]=[CH:28][C:27]([F:30])=[C:26]([C:31]([F:33])([F:34])[F:32])[CH:25]=2)=[O:36])[CH2:16]1.